The task is: Predict which catalyst facilitates the given reaction.. This data is from Catalyst prediction with 721,799 reactions and 888 catalyst types from USPTO. (1) Reactant: [CH3:1][O:2][C:3](=[O:21])[CH2:4][C:5]1[CH:10]=[CH:9][C:8]([NH:11][C:12]2[CH:17]=[CH:16][CH:15]=[CH:14][C:13]=2[N+:18]([O-])=O)=[CH:7][CH:6]=1. Product: [CH3:1][O:2][C:3](=[O:21])[CH2:4][C:5]1[CH:6]=[CH:7][C:8]([NH:11][C:12]2[CH:17]=[CH:16][CH:15]=[CH:14][C:13]=2[NH2:18])=[CH:9][CH:10]=1. The catalyst class is: 19. (2) Reactant: Cl[C:2]1[N:7]=[C:6]2[N:8]([CH3:12])[N:9]=[C:10]([CH3:11])[C:5]2=[CH:4][C:3]=1[C:13]#[N:14].[CH:15]([Sn](CCCC)(CCCC)CCCC)=[CH2:16].C1(P(C2C=CC=CC=2)C2C=CC=CC=2)C=CC=CC=1.[F-].[K+]. Product: [CH3:12][N:8]1[C:6]2=[N:7][C:2]([CH:15]=[CH2:16])=[C:3]([C:13]#[N:14])[CH:4]=[C:5]2[C:10]([CH3:11])=[N:9]1. The catalyst class is: 109. (3) Reactant: COCN[C:5]([C:7]1[C:16]2[C:11](=[C:12]([Cl:17])[CH:13]=[CH:14][CH:15]=2)[CH:10]=[CH:9][CH:8]=1)=[O:6].[CH2:18]1COC[CH2:19]1.C([Mg]Br)C.Cl. Product: [Cl:17][C:12]1[CH:13]=[CH:14][CH:15]=[C:16]2[C:11]=1[CH:10]=[CH:9][CH:8]=[C:7]2[C:5](=[O:6])[CH2:18][CH3:19]. The catalyst class is: 5. (4) Reactant: Br[C:2]1[CH:7]=[CH:6][C:5]([C:8]2[N:12]3[N:13]=[C:14]([C:17]4[CH:22]=[CH:21][C:20]([O:23][CH3:24])=[C:19]([O:25][CH3:26])[CH:18]=4)[CH:15]=[CH:16][C:11]3=[N:10][C:9]=2[CH3:27])=[CH:4][CH:3]=1.[N:28]1[C:32]2[CH:33]=[CH:34][CH:35]=[CH:36][C:31]=2[NH:30][CH:29]=1.C(=NN)C1C(=CC=CC=1)O.C([O-])([O-])=O.[Cs+].[Cs+]. Product: [N:28]1([C:2]2[CH:7]=[CH:6][C:5]([C:8]3[N:12]4[N:13]=[C:14]([C:17]5[CH:22]=[CH:21][C:20]([O:23][CH3:24])=[C:19]([O:25][CH3:26])[CH:18]=5)[CH:15]=[CH:16][C:11]4=[N:10][C:9]=3[CH3:27])=[CH:4][CH:3]=2)[C:32]2[CH:33]=[CH:34][CH:35]=[CH:36][C:31]=2[N:30]=[CH:29]1. The catalyst class is: 10.